Dataset: Reaction yield outcomes from USPTO patents with 853,638 reactions. Task: Predict the reaction yield, written as a fraction of the theoretical maximum amount of product (1.0 means a 100% yield; for example, 0.34 means a 34% yield). (1) The reactants are [Cl:1][C:2]1[N:7]=[C:6]([C:8]([F:11])([F:10])[F:9])[C:5]([C:12](Cl)=[O:13])=[CH:4][N:3]=1.[NH4+].[Cl-].O.[CH2:18]1COCC1. No catalyst specified. The product is [Cl:1][C:2]1[N:7]=[C:6]([C:8]([F:11])([F:10])[F:9])[C:5]([C:12](=[O:13])[CH3:18])=[CH:4][N:3]=1. The yield is 0.300. (2) The reactants are [Cl:1][C:2]1[CH:29]=[C:28]([Cl:30])[CH:27]=[CH:26][C:3]=1[CH2:4][N:5]1[C:9]([CH2:10][CH2:11][CH2:12][O:13][C:14]2[N:15]=[C:16]([CH3:21])[S:17][C:18]=2[CH2:19]O)=[CH:8][C:7]([O:22][CH:23]([CH3:25])[CH3:24])=[N:6]1.CC(C)(O)[C:33]#[N:34].C(P(CCCC)CCCC)CCC.N(C(N1CCCCC1)=O)=NC(N1CCCCC1)=O. The yield is 0.710. The catalyst is O1CCCC1. The product is [Cl:1][C:2]1[CH:29]=[C:28]([Cl:30])[CH:27]=[CH:26][C:3]=1[CH2:4][N:5]1[C:9]([CH2:10][CH2:11][CH2:12][O:13][C:14]2[N:15]=[C:16]([CH3:21])[S:17][C:18]=2[CH2:19][C:33]#[N:34])=[CH:8][C:7]([O:22][CH:23]([CH3:24])[CH3:25])=[N:6]1.